Dataset: NCI-60 drug combinations with 297,098 pairs across 59 cell lines. Task: Regression. Given two drug SMILES strings and cell line genomic features, predict the synergy score measuring deviation from expected non-interaction effect. (1) Drug 1: CC12CCC3C(C1CCC2=O)CC(=C)C4=CC(=O)C=CC34C. Drug 2: CC1C(C(CC(O1)OC2CC(CC3=C2C(=C4C(=C3O)C(=O)C5=CC=CC=C5C4=O)O)(C(=O)C)O)N)O. Cell line: OVCAR-5. Synergy scores: CSS=31.2, Synergy_ZIP=-2.38, Synergy_Bliss=-2.76, Synergy_Loewe=-9.39, Synergy_HSA=-1.01. (2) Drug 1: CS(=O)(=O)OCCCCOS(=O)(=O)C. Drug 2: C(CCl)NC(=O)N(CCCl)N=O. Cell line: MCF7. Synergy scores: CSS=5.12, Synergy_ZIP=-1.44, Synergy_Bliss=-2.13, Synergy_Loewe=1.17, Synergy_HSA=0.0264. (3) Drug 1: C1=NC2=C(N=C(N=C2N1C3C(C(C(O3)CO)O)O)F)N. Drug 2: CC1=C(C(=CC=C1)Cl)NC(=O)C2=CN=C(S2)NC3=CC(=NC(=N3)C)N4CCN(CC4)CCO. Cell line: UACC62. Synergy scores: CSS=3.28, Synergy_ZIP=-2.17, Synergy_Bliss=-3.14, Synergy_Loewe=-6.91, Synergy_HSA=-1.57. (4) Drug 1: CN(CC1=CN=C2C(=N1)C(=NC(=N2)N)N)C3=CC=C(C=C3)C(=O)NC(CCC(=O)O)C(=O)O. Drug 2: CC1C(C(CC(O1)OC2CC(CC3=C2C(=C4C(=C3O)C(=O)C5=CC=CC=C5C4=O)O)(C(=O)C)O)N)O. Cell line: HS 578T. Synergy scores: CSS=55.9, Synergy_ZIP=-4.57, Synergy_Bliss=-8.98, Synergy_Loewe=-10.4, Synergy_HSA=-3.66. (5) Drug 1: CCC1=C2CN3C(=CC4=C(C3=O)COC(=O)C4(CC)O)C2=NC5=C1C=C(C=C5)O. Synergy scores: CSS=19.7, Synergy_ZIP=-8.22, Synergy_Bliss=-1.78, Synergy_Loewe=-21.6, Synergy_HSA=-2.48. Drug 2: C1CNP(=O)(OC1)N(CCCl)CCCl. Cell line: SNB-75. (6) Drug 1: CC1=C(C=C(C=C1)NC2=NC=CC(=N2)N(C)C3=CC4=NN(C(=C4C=C3)C)C)S(=O)(=O)N.Cl. Drug 2: C1CC(C1)(C(=O)O)C(=O)O.[NH2-].[NH2-].[Pt+2]. Cell line: COLO 205. Synergy scores: CSS=9.79, Synergy_ZIP=-3.48, Synergy_Bliss=-0.996, Synergy_Loewe=-8.75, Synergy_HSA=-7.80.